This data is from Reaction yield outcomes from USPTO patents with 853,638 reactions. The task is: Predict the reaction yield, written as a fraction of the theoretical maximum amount of product (1.0 means a 100% yield; for example, 0.34 means a 34% yield). The reactants are F[C:2]1[CH:10]=[C:9]([F:11])[CH:8]=[C:7]([F:12])[C:3]=1[C:4]([OH:6])=[O:5].[F:13][C:14]1[CH:20]=[C:19]([I:21])[CH:18]=[CH:17][C:15]=1[NH2:16].[NH2-].[Li+].Cl. The catalyst is C(#N)C. The product is [F:12][C:7]1[CH:8]=[C:9]([F:11])[CH:10]=[C:2]([NH:16][C:15]2[CH:17]=[CH:18][C:19]([I:21])=[CH:20][C:14]=2[F:13])[C:3]=1[C:4]([OH:6])=[O:5]. The yield is 0.590.